Predict which catalyst facilitates the given reaction. From a dataset of Catalyst prediction with 721,799 reactions and 888 catalyst types from USPTO. (1) Product: [CH3:1][N:2]1[C@@H:18]2[CH2:19][C:7]3[CH:8]=[CH:9][C:10]([O:22][CH3:23])=[C:11]4[O:12][CH:13]5[C:14]([CH:15]=[CH:16][C@:17]2([OH:25])[C@:5]5([C:6]=34)[CH2:4][CH2:3]1)=[O:20]. Reactant: [CH3:1][N:2]1[C@@H:18]2[CH2:19][C:7]3[CH:8]=[CH:9][C:10]([O:22][CH3:23])=[C:11]4[O:12][C@H:13]5[C:14]([O:20]C)=[CH:15][CH:16]=[C:17]2[C@:5]5([C:6]=34)[CH2:4][CH2:3]1.C(O)=[O:25].OO.[OH-].[NH4+]. The catalyst class is: 6. (2) Reactant: [C:1]([O-:4])(=[S:3])[CH3:2].[K+].[C:6]([O:10][C:11](=[O:18])[C:12]([CH3:17])(Br)[CH:13]([CH3:15])[CH3:14])([CH3:9])([CH3:8])[CH3:7].O. Product: [C:6]([O:10][C:11](=[O:18])[CH:12]([CH2:17][S:3][C:1](=[O:4])[CH3:2])[CH:13]([CH3:14])[CH3:15])([CH3:9])([CH3:8])[CH3:7]. The catalyst class is: 3. (3) Reactant: [OH:1][CH:2]([C:14]1[CH:19]=[CH:18][C:17]([C:20]2[N:24]=[C:23]([C:25]3[CH:26]=[N:27][N:28]([C:34]4[CH:39]=[CH:38][CH:37]=[CH:36][CH:35]=4)[C:29]=3[C:30]([F:33])([F:32])[F:31])[O:22][N:21]=2)=[CH:16][CH:15]=1)[C:3]([NH:5][CH2:6][C:7]([O:9]C(C)(C)C)=[O:8])=[O:4].[Li+].[OH-].Cl. Product: [OH:1][CH:2]([C:14]1[CH:19]=[CH:18][C:17]([C:20]2[N:24]=[C:23]([C:25]3[CH:26]=[N:27][N:28]([C:34]4[CH:35]=[CH:36][CH:37]=[CH:38][CH:39]=4)[C:29]=3[C:30]([F:31])([F:32])[F:33])[O:22][N:21]=2)=[CH:16][CH:15]=1)[C:3]([NH:5][CH2:6][C:7]([OH:9])=[O:8])=[O:4]. The catalyst class is: 36.